Dataset: Full USPTO retrosynthesis dataset with 1.9M reactions from patents (1976-2016). Task: Predict the reactants needed to synthesize the given product. (1) The reactants are: [Cl:1][C:2]1[CH:10]=[C:9]2[C:5]([C:6]([CH2:18][C:19]3[CH:24]=[CH:23][CH:22]=[C:21]([Cl:25])[CH:20]=3)([N:12]3[CH2:17][CH2:16][NH:15][CH2:14][CH2:13]3)[C:7](=[O:11])[NH:8]2)=[CH:4][CH:3]=1.[C:26](Cl)(=[O:33])[C:27]1[CH:32]=[CH:31][CH:30]=[CH:29][CH:28]=1.CCN(C(C)C)C(C)C. Given the product [C:26]([N:15]1[CH2:16][CH2:17][N:12]([C:6]2([CH2:18][C:19]3[CH:24]=[CH:23][CH:22]=[C:21]([Cl:25])[CH:20]=3)[C:5]3[C:9](=[CH:10][C:2]([Cl:1])=[CH:3][CH:4]=3)[NH:8][C:7]2=[O:11])[CH2:13][CH2:14]1)(=[O:33])[C:27]1[CH:32]=[CH:31][CH:30]=[CH:29][CH:28]=1, predict the reactants needed to synthesize it. (2) Given the product [C:7]([O:11][C:12](=[O:27])[N:13]([C@H:15]1[CH2:16][CH2:17][C@H:18]([CH:21]=[O:26])[CH2:19][CH2:20]1)[CH3:14])([CH3:8])([CH3:10])[CH3:9], predict the reactants needed to synthesize it. The reactants are: [H-].[H-].[H-].[H-].[Li+].[Al+3].[C:7]([O:11][C:12](=[O:27])[N:13]([C@H:15]1[CH2:20][CH2:19][C@H:18]([C:21](=[O:26])N(OC)C)[CH2:17][CH2:16]1)[CH3:14])([CH3:10])([CH3:9])[CH3:8].OS([O-])(=O)=O.[K+]. (3) Given the product [CH3:26][C:21]1[CH:20]=[CH:19][C:24]([O:25][C:2]2[CH:3]=[CH:4][C:5]3[O:9][C:8](/[CH:10]=[CH:11]/[C:12]4[CH:17]=[CH:16][CH:15]=[CH:14][CH:13]=4)=[N:7][C:6]=3[CH:18]=2)=[CH:23][CH:22]=1, predict the reactants needed to synthesize it. The reactants are: Br[C:2]1[CH:3]=[CH:4][C:5]2[O:9][C:8](/[CH:10]=[CH:11]/[C:12]3[CH:17]=[CH:16][CH:15]=[CH:14][CH:13]=3)=[N:7][C:6]=2[CH:18]=1.[CH:19]1[C:24]([OH:25])=[CH:23][CH:22]=[C:21]([CH3:26])[CH:20]=1.C(=O)([O-])[O-].[K+].[K+].N1C=CC=CC=1.